Dataset: Catalyst prediction with 721,799 reactions and 888 catalyst types from USPTO. Task: Predict which catalyst facilitates the given reaction. (1) Reactant: [CH3:1][C:2]([C:8]1[CH:13]=[CH:12][CH:11]=[CH:10][CH:9]=1)([CH3:7])[CH2:3][C:4](Cl)=[O:5].[Cl:14][C:15]1[CH:20]=[CH:19][C:18]([C:21]2[C:22]([NH2:30])=[N:23][N:24]3[CH:29]=[CH:28][CH:27]=[N:26][C:25]=23)=[CH:17][CH:16]=1. Product: [Cl:14][C:15]1[CH:20]=[CH:19][C:18]([C:21]2[C:22]([NH:30][C:4](=[O:5])[CH2:3][C:2]([CH3:7])([C:8]3[CH:13]=[CH:12][CH:11]=[CH:10][CH:9]=3)[CH3:1])=[N:23][N:24]3[CH:29]=[CH:28][CH:27]=[N:26][C:25]=23)=[CH:17][CH:16]=1. The catalyst class is: 17. (2) Product: [NH2:10][C:5]1[CH:6]=[CH:7][CH:8]=[CH:9][C:4]=1[C:3]([OH:31])=[O:2]. The catalyst class is: 59. Reactant: C[O:2][C:3](=[O:31])[C:4]1[CH:9]=[CH:8][CH:7]=[CH:6][C:5]=1[NH:10]C(=O)C1C=CC=CC=1NC(=O)C1C=CC=CC=1[N+]([O-])=O.COC(=O)C1C=CC=CC=1NC(=O)C1C=CC=CC=1[N+]([O-])=O.[N+](C1C=CC=CC=1C(Cl)=O)([O-])=O.COC(=O)C1C=CC=CC=1NC(=O)C1C=CC=CC=1N.N1C=CC=CC=1.